Dataset: Forward reaction prediction with 1.9M reactions from USPTO patents (1976-2016). Task: Predict the product of the given reaction. (1) Given the reactants Cl[C:2]1[C:11]2[C:6](=[CH:7][CH:8]=[CH:9][CH:10]=2)[N:5]=[CH:4][CH:3]=1.[C:12]([O:16][C:17](=[O:28])[NH:18][C@H:19]1[CH2:24][CH2:23][C@H:22]([C:25](=[O:27])[NH2:26])[CH2:21][CH2:20]1)([CH3:15])([CH3:14])[CH3:13], predict the reaction product. The product is: [C:12]([O:16][C:17](=[O:28])[NH:18][C@H:19]1[CH2:24][CH2:23][C@H:22]([C:25](=[O:27])[NH:26][C:2]2[C:11]3[C:6](=[CH:7][CH:8]=[CH:9][CH:10]=3)[N:5]=[CH:4][CH:3]=2)[CH2:21][CH2:20]1)([CH3:15])([CH3:13])[CH3:14]. (2) Given the reactants Br[C:2]1[CH:11]=[C:10]([N+:12]([O-:14])=[O:13])[CH:9]=[CH:8][C:3]=1[C:4]([O:6][CH3:7])=[O:5].P([O-])([O-])([O-])=O.[K+].[K+].[K+].[CH:23]1(B(O)O)[CH2:25][CH2:24]1.C1(C)C=CC=CC=1, predict the reaction product. The product is: [CH:23]1([C:2]2[CH:11]=[C:10]([N+:12]([O-:14])=[O:13])[CH:9]=[CH:8][C:3]=2[C:4]([O:6][CH3:7])=[O:5])[CH2:25][CH2:24]1. (3) Given the reactants [N:1]1[CH:6]=[CH:5][CH:4]=[CH:3][C:2]=1[C:7]1[CH:8]=[C:9]([CH:12]=O)[S:10][CH:11]=1.N1(C2C=C[C:22]([CH:23]=[O:24])=CC=2)C=CC=N1, predict the reaction product. The product is: [N:1]1[CH:6]=[CH:5][CH:4]=[CH:3][C:2]=1[C:7]1[CH:8]=[C:9](/[CH:12]=[CH:22]/[CH:23]=[O:24])[S:10][CH:11]=1. (4) Given the reactants [CH2:1]([O:3][C:4](=[O:22])[CH2:5][C:6]1[CH:11]=[CH:10][C:9]([C:12]2[CH2:17][CH2:16][C@@H:15]([C:18]([CH3:21])([CH3:20])[CH3:19])[CH2:14][CH:13]=2)=[CH:8][CH:7]=1)[CH3:2].C[Si](C)(C)N[Si](C)(C)C.[Li].[C:33]([O:37][C:38](=[O:47])[C:39]1[CH:44]=[CH:43][C:42]([CH2:45]Br)=[CH:41][CH:40]=1)([CH3:36])([CH3:35])[CH3:34], predict the reaction product. The product is: [C:33]([O:37][C:38](=[O:47])[C:39]1[CH:40]=[CH:41][C:42]([CH2:45][CH:5]([C:6]2[CH:7]=[CH:8][C:9]([C:12]3[CH2:17][CH2:16][C@@H:15]([C:18]([CH3:21])([CH3:20])[CH3:19])[CH2:14][CH:13]=3)=[CH:10][CH:11]=2)[C:4]([O:3][CH2:1][CH3:2])=[O:22])=[CH:43][CH:44]=1)([CH3:36])([CH3:35])[CH3:34].